Dataset: Full USPTO retrosynthesis dataset with 1.9M reactions from patents (1976-2016). Task: Predict the reactants needed to synthesize the given product. (1) Given the product [Si:20]([O:27][CH2:28][C:29]1[N:38]([CH2:12][CH2:13][CH:14]2[CH2:15][S:16](=[O:18])(=[O:19])[CH2:17]2)[C:32]2=[N:33][CH:34]=[C:35]([Cl:37])[CH:36]=[C:31]2[CH:30]=1)([C:23]([CH3:26])([CH3:24])[CH3:25])([CH3:22])[CH3:21], predict the reactants needed to synthesize it. The reactants are: CC1C=CC(S(O[CH2:12][CH2:13][CH:14]2[CH2:17][S:16](=[O:19])(=[O:18])[CH2:15]2)(=O)=O)=CC=1.[Si:20]([O:27][CH2:28][C:29]1[NH:38][C:32]2=[N:33][CH:34]=[C:35]([Cl:37])[CH:36]=[C:31]2[CH:30]=1)([C:23]([CH3:26])([CH3:25])[CH3:24])([CH3:22])[CH3:21].C(=O)([O-])[O-].[K+].[K+]. (2) Given the product [NH2:46][CH2:45][CH2:44][CH2:43][O:42][C:27]1[C:26]([O:25][CH2:24][CH2:23][CH2:22][CH2:21][CH2:20][O:19][C:18]2[C:3]([O:2][CH3:1])=[CH:4][C:5]3[C:11](=[O:12])[N:10]4[CH:13]=[C:14]([CH3:16])[CH2:15][C@H:9]4[CH:8]=[N:7][C:6]=3[CH:17]=2)=[CH:41][C:30]2[N:31]=[CH:32][C@@H:33]3[CH2:39][C:38]([CH3:40])=[CH:37][N:34]3[C:35](=[O:36])[C:29]=2[CH:28]=1, predict the reactants needed to synthesize it. The reactants are: [CH3:1][O:2][C:3]1[C:18]([O:19][CH2:20][CH2:21][CH2:22][CH2:23][CH2:24][O:25][C:26]2[C:27]([O:42][CH2:43][CH2:44][CH2:45][NH:46]C(=O)OCC=C)=[CH:28][C:29]3[C:35](=[O:36])[N:34]4[CH:37]=[C:38]([CH3:40])[CH2:39][C@H:33]4[CH:32]=[N:31][C:30]=3[CH:41]=2)=[CH:17][C:6]2[N:7]=[CH:8][C@@H:9]3[CH2:15][C:14]([CH3:16])=[CH:13][N:10]3[C:11](=[O:12])[C:5]=2[CH:4]=1.N1CCCC1. (3) Given the product [CH2:23]([O:22][C:20](=[O:21])[C:19]([CH2:11][C:7]1[C:6]2[C:10](=[C:2]([F:1])[CH:3]=[CH:4][CH:5]=2)[NH:9][CH:8]=1)([NH:25][CH:26]=[O:27])[C:18]([O:17][CH2:15][CH3:16])=[O:28])[CH3:24], predict the reactants needed to synthesize it. The reactants are: [F:1][C:2]1[CH:3]=[CH:4][CH:5]=[C:6]2[C:10]=1[NH:9][CH:8]=[C:7]2[CH2:11]N(C)C.[CH2:15]([O:17][C:18](=[O:28])[CH:19]([NH:25][CH:26]=[O:27])[C:20]([O:22][CH2:23][CH3:24])=[O:21])[CH3:16].[OH-].[Na+]. (4) Given the product [CH:11]([O:14][CH2:15][CH2:16][NH:17][C:2]1[CH:7]=[CH:6][C:5]([N+:8]([O-:10])=[O:9])=[CH:4][CH:3]=1)([CH3:13])[CH3:12], predict the reactants needed to synthesize it. The reactants are: F[C:2]1[CH:7]=[CH:6][C:5]([N+:8]([O-:10])=[O:9])=[CH:4][CH:3]=1.[CH:11]([O:14][CH2:15][CH2:16][NH2:17])([CH3:13])[CH3:12].C([O-])([O-])=O.[K+].[K+]. (5) Given the product [CH:1]([N:4]1[C:8]([C:9]2[N:18]=[C:17]3[C:16]4[CH:19]=[N:20][C:21]([N:28]5[CH2:29][CH:26]([OH:25])[CH2:27]5)=[CH:22][C:15]=4[O:14][CH2:13][CH2:12][N:11]3[CH:10]=2)=[N:7][CH:6]=[N:5]1)([CH3:2])[CH3:3], predict the reactants needed to synthesize it. The reactants are: [CH:1]([N:4]1[C:8]([C:9]2[N:18]=[C:17]3[N:11]([CH2:12][CH2:13][O:14][C:15]4[CH:22]=[C:21](O)[N:20]=[CH:19][C:16]=43)[CH:10]=2)=[N:7][CH:6]=[N:5]1)([CH3:3])[CH3:2].Cl.[OH:25][CH:26]1[CH2:29][NH:28][CH2:27]1.CCN(C(C)C)C(C)C.CO. (6) Given the product [Cl:22][C:6]1[N:5]2[CH:15]=[CH:16][N:17]=[C:4]2[C:3]([C:18]#[N:19])=[C:2]([CH3:1])[C:7]=1[C:8]1[N:9]=[C:10]([CH3:13])[S:11][CH:12]=1, predict the reactants needed to synthesize it. The reactants are: [CH3:1][C:2]1[C:3]([C:18]#[N:19])=[C:4]2[NH:17][CH:16]=[CH:15][N:5]2[C:6](=O)[C:7]=1[C:8]1[N:9]=[C:10]([CH3:13])[S:11][CH:12]=1.P(Cl)(Cl)([Cl:22])=O.